This data is from Forward reaction prediction with 1.9M reactions from USPTO patents (1976-2016). The task is: Predict the product of the given reaction. Given the reactants [F:1][C:2]1[CH:7]=[CH:6][CH:5]=[CH:4][C:3]=1[CH2:8][NH:9][C:10](=[O:19])[C:11]1[CH:16]=[CH:15][C:14](Cl)=[N:13][C:12]=1[NH2:18].C([Sn](CCCC)(CCCC)[CH2:25][O:26][CH3:27])CCC.CN1CCCC1=O.Cl, predict the reaction product. The product is: [F:1][C:2]1[CH:7]=[CH:6][CH:5]=[CH:4][C:3]=1[CH2:8][NH:9][C:10](=[O:19])[C:11]1[CH:16]=[CH:15][C:14]([CH2:25][O:26][CH3:27])=[N:13][C:12]=1[NH2:18].